Dataset: Full USPTO retrosynthesis dataset with 1.9M reactions from patents (1976-2016). Task: Predict the reactants needed to synthesize the given product. (1) Given the product [CH2:15]([O:12][C:10]1[CH:9]=[CH:8][C:6]2[N:7]=[C:3]([C:1]#[N:2])[S:4][C:5]=2[CH:11]=1)[CH:14]=[CH2:13], predict the reactants needed to synthesize it. The reactants are: [C:1]([C:3]1[S:4][C:5]2[CH:11]=[C:10]([OH:12])[CH:9]=[CH:8][C:6]=2[N:7]=1)#[N:2].[CH2:13](Br)[CH:14]=[CH2:15].C(=O)([O-])[O-].[K+].[K+].O. (2) Given the product [Br:1][C:2]1[C:11]2[C:6](=[CH:7][CH:8]=[CH:9][CH:10]=2)[C:5]([C:12]2[CH:13]=[CH:14][C:15]([Cl:18])=[CH:16][CH:17]=2)=[C:4]([C@@H:19]([O:23][C:24]([CH3:26])([CH3:25])[CH3:27])[C:20]([OH:22])=[O:21])[C:3]=1[CH3:28], predict the reactants needed to synthesize it. The reactants are: [Br:1][C:2]1[C:11]2[C:6](=[CH:7][CH:8]=[CH:9][CH:10]=2)[C:5]([C:12]2[CH:17]=[CH:16][C:15]([Cl:18])=[CH:14][CH:13]=2)=[C:4]([CH:19]([O:23][C:24]([CH3:27])([CH3:26])[CH3:25])[C:20]([OH:22])=[O:21])[C:3]=1[CH3:28].BrC1C2C(=CC=CC=2)C(C2C=CC(Cl)=CC=2)=C([C@@H](O)C(OC)=O)C=1C.